Task: Predict which catalyst facilitates the given reaction.. Dataset: Catalyst prediction with 721,799 reactions and 888 catalyst types from USPTO (1) Reactant: [CH3:1][N:2]1[C:6]([C:7]([NH:9][C:10]2[CH:15]=[CH:14][CH:13]=[C:12]([N+:16]([O-])=O)[CH:11]=2)=[O:8])=[CH:5][C:4]([CH3:19])=[N:3]1.O.NN. Product: [NH2:16][C:12]1[CH:11]=[C:10]([NH:9][C:7]([C:6]2[N:2]([CH3:1])[N:3]=[C:4]([CH3:19])[CH:5]=2)=[O:8])[CH:15]=[CH:14][CH:13]=1. The catalyst class is: 29. (2) Reactant: [CH2:1]([CH:3]1[C:12]2[CH:11]=[CH:10][CH:9]=[CH:8][C:7]=2[C:6]2[S:13][C:14]([CH:16]=[CH2:17])=[CH:15][C:5]=2[N:4]1[S:18]([C:21]1[CH:26]=[CH:25][C:24]([O:27][CH3:28])=[CH:23][CH:22]=1)(=[O:20])=[O:19])[CH3:2]. Product: [CH2:16]([C:14]1[S:13][C:6]2[C:7]3[CH:8]=[CH:9][CH:10]=[CH:11][C:12]=3[CH:3]([CH2:1][CH3:2])[N:4]([S:18]([C:21]3[CH:22]=[CH:23][C:24]([O:27][CH3:28])=[CH:25][CH:26]=3)(=[O:20])=[O:19])[C:5]=2[CH:15]=1)[CH3:17]. The catalyst class is: 78.